From a dataset of Catalyst prediction with 721,799 reactions and 888 catalyst types from USPTO. Predict which catalyst facilitates the given reaction. (1) Reactant: C(=O)([O-])[O-].[K+].[K+].CC1C=CC(S(O[CH2:18][CH2:19][C@H:20]([OH:27])[C:21]2[CH:26]=[CH:25][CH:24]=[CH:23][CH:22]=2)(=O)=O)=CC=1.[CH:28]([C:31]1[N:35]([CH:36]2[CH2:41][CH2:40][NH:39][CH2:38][CH2:37]2)[C:34]([CH3:42])=[N:33][N:32]=1)([CH3:30])[CH3:29]. Product: [CH:28]([C:31]1[N:35]([CH:36]2[CH2:41][CH2:40][N:39]([CH2:18][CH2:19][C@@H:20]([C:21]3[CH:22]=[CH:23][CH:24]=[CH:25][CH:26]=3)[OH:27])[CH2:38][CH2:37]2)[C:34]([CH3:42])=[N:33][N:32]=1)([CH3:30])[CH3:29]. The catalyst class is: 12. (2) Reactant: [C:1]([O-:4])(=O)[CH3:2].[Br:5][C:6]1[CH:11]=[CH:10][N+:9](O)=[C:8](C)[C:7]=1C.FC(F)(F)C(OC(=O)C(F)(F)F)=O. Product: [Br:5][C:6]1[CH:7]=[CH:8][N:9]=[C:2]([CH2:1][OH:4])[C:11]=1[CH3:10]. The catalyst class is: 2. (3) Reactant: [CH3:1][N:2]1[CH:6]=[N:5][N:4]=[N:3]1.C([Mg]Cl)(C)C.CON(C)[C:15](=[O:24])[C:16]1[CH:21]=[CH:20][CH:19]=[C:18]([S:22][CH3:23])[CH:17]=1.Cl. Product: [CH3:23][S:22][C:18]1[CH:17]=[C:16]([C:15]([C:6]2[N:2]([CH3:1])[N:3]=[N:4][N:5]=2)=[O:24])[CH:21]=[CH:20][CH:19]=1. The catalyst class is: 1. (4) Reactant: [Br:1][CH2:2][CH2:3][C:4]1[CH:9]=[CH:8][C:7]([N:10]2[C:14]3[CH:15]=[CH:16][C:17]([OH:19])=[CH:18][C:13]=3[N:12]=[C:11]2[CH2:20][CH3:21])=[CH:6][CH:5]=1.[Si:22](Cl)([C:25]([CH3:28])([CH3:27])[CH3:26])([CH3:24])[CH3:23].N1C=CN=C1.O. Product: [Si:22]([O:19][C:17]1[CH:16]=[CH:15][C:14]2[N:10]([C:7]3[CH:6]=[CH:5][C:4]([CH2:3][CH2:2][Br:1])=[CH:9][CH:8]=3)[C:11]([CH2:20][CH3:21])=[N:12][C:13]=2[CH:18]=1)([C:25]([CH3:28])([CH3:27])[CH3:26])([CH3:24])[CH3:23]. The catalyst class is: 3. (5) The catalyst class is: 9. Product: [CH2:1]([O:3][C:4]1[N:8]([C:9]2[CH:14]=[CH:13][C:12]([CH:37]3[O:40][C:19]([CH3:22])([CH3:21])[C:18]([CH3:24])([CH3:23])[O:39]3)=[CH:11][CH:10]=2)[N:7]=[C:6]([CH3:35])[CH:5]=1)[CH3:2]. Reactant: [CH2:1]([O:3][C:4]1[N:8]([C:9]2[CH:14]=[CH:13][C:12](Br)=[CH:11][CH:10]=2)[N:7]=[CH:6][CH:5]=1)[CH3:2].B1(B2O[C:19]([CH3:22])([CH3:21])[C:18]([CH3:24])([CH3:23])O2)O[C:19]([CH3:22])([CH3:21])[C:18]([CH3:24])([CH3:23])O1.Cl[CH2:35]Cl.[C:37]([O-:40])(=[O:39])C.[K+].